The task is: Binary Classification. Given a miRNA mature sequence and a target amino acid sequence, predict their likelihood of interaction.. This data is from Experimentally validated miRNA-target interactions with 360,000+ pairs, plus equal number of negative samples. (1) The miRNA is hsa-miR-3122 with sequence GUUGGGACAAGAGGACGGUCUU. The protein sequence of the target gene is MENQGTRTQQIRQVLLLFVLLGMSQAGSETWSFSVAEEMQSGSFVGNLAKDLGLKVRELSSRGARVVSNDKKQRLQLDINTGDLLLSETLDREELCGSIEPCVLHLQVLMQNPTQFLQIELQVRDINDHSPIFSEKQMLLEIPENSPVGAVFLLESAKDLDVGINAVKSYTISPNSHFHIKMRVIPDNRKYPELVLDKALDYEELPELSFILSALDGGSPPRSGTALVRVVVVDINDNSPEFEQAFYEVKIRENSILGSLILIVSAWDLDSGTNGEICYTFSHASEDIRKTFEINQKSGE.... Result: 1 (interaction). (2) The miRNA is hsa-miR-590-5p with sequence GAGCUUAUUCAUAAAAGUGCAG. The protein sequence of the target gene is MPVARPQAAGPDRISLFLVAFLLGSPAAAQAEDGGPEGEMHPSTAYLLPSASLESSLEEGVTSAAPGLLPSQEALEAMEESLPPALPDEASVQHTPALRKGLPSLKQLNSARRQLRPLATPTTLQRLGSPASATTKLREPEDPEQPTAPAPLQIAPFTALATTLPHSPQPAQAPDDSSPGSPLDKGDNELTGSASEESQETTTSTIVTTTIITTEQAPALCGVSFSDPEGYIDSSDFPPQPYSSFLECTYNVTVYTGYGVELQVKSVNLSEGELLSIRGVDGPTLTVLANQTLLVEGQVI.... Result: 0 (no interaction). (3) The miRNA is hsa-miR-3657 with sequence UGUGUCCCAUUAUUGGUGAUU. The protein sequence of the target gene is MAGGAGWAGAPAALLRSVRRLREVFEVCGRDPDGFLRVERVAALGLRFGQGEEVEKLVKCLDPNDLGRINFKDFCRGVFAMKGCEELLKDVLSVESAGTLPCSPDIPDCVEQGSDFSGSTDGEQLPREPDFFQEDEEEAMTLALPEGPQELDMDSPMESSQGPEGSVKGCGEEKEPELGGLFLPEDKCLVLTPSVTTSDLSTHSTASLISNEEQFEDYGEGDDVDCAPSSPCPDDETRTNVYSDLGSSVSSSAGQTPRKMRHAYNSELLDVYCSQCCKKINLLNDLEARLKNLKANSPNR.... Result: 0 (no interaction). (4) The miRNA is hsa-miR-4754 with sequence AUGCGGACCUGGGUUAGCGGAGU. The protein sequence of the target gene is MQRRLVQQWSVAVFLLSYAVPSCGRSVEGLSRRLKRAVSEHQLLHDKGKSIQDLRRRFFLHHLIAEIHTAEIRATSEVSPNSKPSPNTKNHPVRFGSDDEGRYLTQETNKVETYKEQPLKTPGKKKKGKPGKRKEQEKKKRRTRSAWLDSGVTGSGLEGDHLSDTSTTSLELDSRRH. Result: 0 (no interaction). (5) The miRNA is hsa-miR-616-5p with sequence ACUCAAAACCCUUCAGUGACUU. The protein sequence of the target gene is MRFSCLALLPGVALLLASARLAAASDVLELTDENFESRVSDTGSAGLMLVEFFAPWCGHCKRLAPEYEAAATRLKGIVPLAKVDCTANTNTCNKYGVSGYPTLKIFRDGEEAGAYDGPRTADGIVSHLKKQAGPASVPLRTEEEFKKFISDKDASVVGFFRDLFSDGHSEFLKAASNLRDNYRFAHTNIESLVKEYDDNGEGITIFRPLHLANKFEDKTVAYTEKKMTSGKIKKFIQDSIFGLCPHMTEDNKDLIQGKDLLTAYYDVDYEKNAKGSNYWRNRVMMVAKKFLDAGHKLNFA.... Result: 0 (no interaction).